This data is from Catalyst prediction with 721,799 reactions and 888 catalyst types from USPTO. The task is: Predict which catalyst facilitates the given reaction. (1) Reactant: [Cl:1][C:2]1[CH:27]=[N:26][CH:25]=[C:24]([Cl:28])[C:3]=1[C:4]([NH:6][C:7]1[CH:8]=[N:9][C:10]([N:13]2[C:17]([CH:18]3[CH2:20][CH2:19]3)=[CH:16][C:15]([CH:21]3[CH2:23][CH2:22]3)=[N:14]2)=[CH:11][CH:12]=1)=[O:5].ClC1C=NC=C(Cl)C=1C(Cl)=O.Cl. Product: [ClH:1].[Cl:28][C:24]1[CH:25]=[N:26][CH:27]=[C:2]([Cl:1])[C:3]=1[C:4]([NH:6][C:7]1[CH:8]=[N:9][C:10]([N:13]2[C:17]([CH:18]3[CH2:19][CH2:20]3)=[CH:16][C:15]([CH:21]3[CH2:22][CH2:23]3)=[N:14]2)=[CH:11][CH:12]=1)=[O:5]. The catalyst class is: 165. (2) Reactant: Br[C:2]1[CH:3]=[C:4]2[C:9](=[CH:10][CH:11]=1)[N:8]([C:12]([O:14][C:15]([CH3:18])([CH3:17])[CH3:16])=[O:13])[C:7]([CH3:20])([CH3:19])[CH:6]=[C:5]2[CH3:21].C([Li])(C)(C)C.CCCCCCC.CN(C)[CH:36]=[O:37].[Cl-].[NH4+]. Product: [CH:36]([C:2]1[CH:3]=[C:4]2[C:9](=[CH:10][CH:11]=1)[N:8]([C:12]([O:14][C:15]([CH3:18])([CH3:17])[CH3:16])=[O:13])[C:7]([CH3:20])([CH3:19])[CH:6]=[C:5]2[CH3:21])=[O:37]. The catalyst class is: 7. (3) Reactant: [N:1]1[CH:6]=[CH:5][C:4]([C:7]2[CH:12]=[CH:11][N:10]=[CH:9][CH:8]=2)=[CH:3][CH:2]=1.ClC1C=C(C=CC=1)C(OO)=[O:18]. Product: [N+:1]1([O-:18])[CH:6]=[CH:5][C:4]([C:7]2[CH:12]=[CH:11][N:10]=[CH:9][CH:8]=2)=[CH:3][CH:2]=1. The catalyst class is: 2. (4) Reactant: [N:1]1([CH2:7][C:8]([NH:10][C:11]2[CH:12]=[C:13]([CH:17]=[CH:18][C:19]=2[O:20][C:21]([F:24])([F:23])[F:22])[C:14]([OH:16])=O)=[O:9])[CH2:6][CH2:5][O:4][CH2:3][CH2:2]1.[C:25]1([C:32]2[CH:37]=[CH:36][CH:35]=[CH:34][CH:33]=2)[CH:30]=[CH:29][C:28]([NH2:31])=[CH:27][CH:26]=1.F[P-](F)(F)(F)(F)F.N1(O[P+](N2CCCC2)(N2CCCC2)N2CCCC2)C2C=CC=CC=2N=N1.C(N(C(C)C)CC)(C)C. Product: [C:25]1([C:32]2[CH:37]=[CH:36][CH:35]=[CH:34][CH:33]=2)[CH:26]=[CH:27][C:28]([NH:31][C:14](=[O:16])[C:13]2[CH:17]=[CH:18][C:19]([O:20][C:21]([F:24])([F:23])[F:22])=[C:11]([NH:10][C:8](=[O:9])[CH2:7][N:1]3[CH2:2][CH2:3][O:4][CH2:5][CH2:6]3)[CH:12]=2)=[CH:29][CH:30]=1. The catalyst class is: 18. (5) Reactant: [CH3:1][C:2]1[CH:8]=[C:7]([C:9]([C:11]([F:14])([F:13])[F:12])=[CH2:10])[CH:6]=[CH:5][C:3]=1[NH2:4].[I:15][C:16]1[CH:26]=[CH:25][CH:24]=[C:18]2[C:19]([O:21][C:22](=O)[C:17]=12)=[O:20]. Product: [I:15][C:16]1[CH:26]=[CH:25][CH:24]=[C:18]2[C:19]([N:4]([C:3]3[CH:5]=[CH:6][C:7]([C:9]([C:11]([F:13])([F:12])[F:14])=[CH2:10])=[CH:8][C:2]=3[CH3:1])[C:22](=[O:21])[C:17]=12)=[O:20]. The catalyst class is: 15. (6) Product: [CH3:20][O:19][C:16]1[CH:15]=[CH:14][C:13]([CH2:12][N:4]2[CH:5]=[C:6]([C:7]([O:9][CH2:10][CH3:11])=[O:8])[C:2]([NH:1][CH2:27][C:24]3[CH:25]=[CH:26][N:22]([CH3:21])[N:23]=3)=[N:3]2)=[CH:18][CH:17]=1. The catalyst class is: 2. Reactant: [NH2:1][C:2]1[C:6]([C:7]([O:9][CH2:10][CH3:11])=[O:8])=[CH:5][N:4]([CH2:12][C:13]2[CH:18]=[CH:17][C:16]([O:19][CH3:20])=[CH:15][CH:14]=2)[N:3]=1.[CH3:21][N:22]1[CH:26]=[CH:25][C:24]([CH:27]=O)=[N:23]1.CC(O)=O.[BH-](OC(C)=O)(OC(C)=O)OC(C)=O.[Na+].